From a dataset of Aqueous solubility values for 9,982 compounds from the AqSolDB database. Regression/Classification. Given a drug SMILES string, predict its absorption, distribution, metabolism, or excretion properties. Task type varies by dataset: regression for continuous measurements (e.g., permeability, clearance, half-life) or binary classification for categorical outcomes (e.g., BBB penetration, CYP inhibition). For this dataset (solubility_aqsoldb), we predict Y. (1) The compound is C[Se]C. The Y is -0.650 log mol/L. (2) The molecule is COC(=O)C(C)O. The Y is 0.983 log mol/L. (3) The compound is CC(C)(C)Cc1ccccc1. The Y is -4.15 log mol/L. (4) The compound is CCOC(=O)CC(SP(=O)(OC)OC)C(=O)OCC. The Y is -1.62 log mol/L. (5) The drug is S=c1[nH]cnc2[nH]cnc12. The Y is -2.95 log mol/L.